From a dataset of Forward reaction prediction with 1.9M reactions from USPTO patents (1976-2016). Predict the product of the given reaction. (1) Given the reactants [NH2:1]/[C:2](/[CH3:8])=[CH:3]\[C:4]([O:6][CH3:7])=[O:5].[C:9](OC)(=[O:12])[C:10]#[CH:11], predict the reaction product. The product is: [OH:12][C:9]1[CH:10]=[CH:11][C:3]([C:4]([O:6][CH3:7])=[O:5])=[C:2]([CH3:8])[N:1]=1. (2) Given the reactants [CH2:1]([N:8]1[CH2:13][CH2:12][NH:11][C:10](=[O:14])[CH2:9]1)[C:2]1[CH:7]=[CH:6][CH:5]=[CH:4][CH:3]=1.[H-].[Na+].[Cl:17][CH2:18][C:19]1[CH:34]=[CH:33][C:22]([O:23][C:24]2[CH:29]=[CH:28][C:27]([N+:30]([O-])=O)=[CH:26][N:25]=2)=[CH:21][CH:20]=1.C(N(CC)CC)C.[Cl:42][C:43]1[CH:44]=[C:45]([CH:49]=[CH:50][C:51]=1[Cl:52])[C:46](Cl)=[O:47].C(=O)(O)[O-].[Na+].Cl.C(OCC)(=O)C, predict the reaction product. The product is: [ClH:17].[ClH:42].[CH2:1]([N:8]1[CH2:13][CH2:12][N:11]([CH2:18][C:19]2[CH:34]=[CH:33][C:22]([O:23][C:24]3[N:25]=[CH:26][C:27]([NH:30][C:46](=[O:47])[C:45]4[CH:49]=[CH:50][C:51]([Cl:52])=[C:43]([Cl:42])[CH:44]=4)=[CH:28][CH:29]=3)=[CH:21][CH:20]=2)[C:10](=[O:14])[CH2:9]1)[C:2]1[CH:3]=[CH:4][CH:5]=[CH:6][CH:7]=1. (3) Given the reactants [NH:1]1[CH:5]=[C:4]([C:6]2[N:11]=[C:10]3[N:12]([CH2:15][C:16]4[CH:17]=[C:18]5[C:23](=[CH:24][CH:25]=4)[N:22]=[CH:21][CH:20]=[CH:19]5)[N:13]=[N:14][C:9]3=[N:8][CH:7]=2)[CH:3]=[N:2]1.C([O-])([O-])=O.[Cs+].[Cs+].[CH3:32][C:33]1([CH3:36])[CH2:35][O:34]1, predict the reaction product. The product is: [CH3:32][C:33]([OH:34])([CH3:36])[CH2:35][N:2]1[CH:3]=[C:4]([C:6]2[N:11]=[C:10]3[N:12]([CH2:15][C:16]4[CH:17]=[C:18]5[C:23](=[CH:24][CH:25]=4)[N:22]=[CH:21][CH:20]=[CH:19]5)[N:13]=[N:14][C:9]3=[N:8][CH:7]=2)[CH:5]=[N:1]1. (4) Given the reactants C[O:2][C:3](=[O:72])[CH2:4][NH:5][C:6](=[O:71])[C@H:7]([NH:11][C:12](=[O:70])[C@H:13]([NH:35][C:36](=[O:69])[C@H:37]([NH:39][C:40](=[O:68])[CH2:41][C@H:42]([OH:67])/[CH:43]=[CH:44]/[CH2:45][CH2:46][S:47][C:48]([C:61]1[CH:66]=[CH:65][CH:64]=[CH:63][CH:62]=1)([C:55]1[CH:60]=[CH:59][CH:58]=[CH:57][CH:56]=1)[C:49]1[CH:54]=[CH:53][CH:52]=[CH:51][CH:50]=1)[CH3:38])[CH2:14][S:15][C:16]([C:29]1[CH:34]=[CH:33][CH:32]=[CH:31][CH:30]=1)([C:23]1[CH:28]=[CH:27][CH:26]=[CH:25][CH:24]=1)[C:17]1[CH:22]=[CH:21][CH:20]=[CH:19][CH:18]=1)[CH:8]([CH3:10])[CH3:9].C1COCC1.O.[Li+].[OH-].OS([O-])(=O)=O.[K+], predict the reaction product. The product is: [OH:67][C@H:42](/[CH:43]=[CH:44]/[CH2:45][CH2:46][S:47][C:48]([C:55]1[CH:56]=[CH:57][CH:58]=[CH:59][CH:60]=1)([C:61]1[CH:66]=[CH:65][CH:64]=[CH:63][CH:62]=1)[C:49]1[CH:54]=[CH:53][CH:52]=[CH:51][CH:50]=1)[CH2:41][C:40]([NH:39][C@H:37]([CH3:38])[C:36]([NH:35][C@H:13]([CH2:14][S:15][C:16]([C:17]1[CH:18]=[CH:19][CH:20]=[CH:21][CH:22]=1)([C:23]1[CH:24]=[CH:25][CH:26]=[CH:27][CH:28]=1)[C:29]1[CH:34]=[CH:33][CH:32]=[CH:31][CH:30]=1)[C:12]([NH:11][C@H:7]([CH:8]([CH3:9])[CH3:10])[C:6]([NH:5][CH2:4][C:3]([OH:72])=[O:2])=[O:71])=[O:70])=[O:69])=[O:68]. (5) Given the reactants [CH:1]([C:4]1[C:8]([C:9](OCC)=[O:10])=[CH:7][N:6]([C:14]2[CH:19]=[CH:18][C:17]([C:20]([F:23])([F:22])[F:21])=[CH:16][N:15]=2)[N:5]=1)([CH3:3])[CH3:2].[H-].C([Al+]CC(C)C)C(C)C.Cl, predict the reaction product. The product is: [CH:1]([C:4]1[C:8]([CH2:9][OH:10])=[CH:7][N:6]([C:14]2[CH:19]=[CH:18][C:17]([C:20]([F:21])([F:23])[F:22])=[CH:16][N:15]=2)[N:5]=1)([CH3:3])[CH3:2].